This data is from Full USPTO retrosynthesis dataset with 1.9M reactions from patents (1976-2016). The task is: Predict the reactants needed to synthesize the given product. (1) The reactants are: [CH3:1][C:2]1[N:7]=[CH:6][C:5]([N:8]2[CH:12]=[C:11]([C:13]3[S:14][CH:15]=[CH:16][N:17]=3)[N:10]=[C:9]2[C:18]2[CH:23]=[CH:22][C:21]([NH:24][C:25]3[C:30]([N+:31]([O-])=O)=[CH:29][CH:28]=[CH:27][N:26]=3)=[CH:20][CH:19]=2)=[CH:4][CH:3]=1.[H][H]. Given the product [CH3:1][C:2]1[N:7]=[CH:6][C:5]([N:8]2[CH:12]=[C:11]([C:13]3[S:14][CH:15]=[CH:16][N:17]=3)[N:10]=[C:9]2[C:18]2[CH:19]=[CH:20][C:21]([NH:24][C:25]3[C:30]([NH2:31])=[CH:29][CH:28]=[CH:27][N:26]=3)=[CH:22][CH:23]=2)=[CH:4][CH:3]=1, predict the reactants needed to synthesize it. (2) Given the product [OH:30][CH2:27][C:28]#[C:29][C:2]1[CH:3]=[C:4]([CH:24]=[CH:25][CH:26]=1)[CH2:5][O:6][NH:7][C:8](=[O:23])[C:9]1[CH:14]=[CH:13][CH:12]=[CH:11][C:10]=1[NH:15][CH2:16][C:17]1[CH:22]=[CH:21][N:20]=[CH:19][CH:18]=1, predict the reactants needed to synthesize it. The reactants are: I[C:2]1[CH:3]=[C:4]([CH:24]=[CH:25][CH:26]=1)[CH2:5][O:6][NH:7][C:8](=[O:23])[C:9]1[CH:14]=[CH:13][CH:12]=[CH:11][C:10]=1[NH:15][CH2:16][C:17]1[CH:22]=[CH:21][N:20]=[CH:19][CH:18]=1.[CH2:27]([OH:30])[C:28]#[CH:29].C(N(CC)CC)C. (3) Given the product [Cl:1][C:2]1[CH:3]=[C:4]([C:20]2([C:22]([F:25])([F:24])[F:23])[O:32][N:33]=[C:34]([C:35]3[CH:46]=[CH:45][C:38]4[B:39]([OH:44])[O:40][C:41]([CH3:43])([CH3:42])[C:37]=4[CH:36]=3)[CH2:21]2)[CH:5]=[C:6]([F:9])[C:7]=1[F:8], predict the reactants needed to synthesize it. The reactants are: [Cl:1][C:2]1[CH:3]=[C:4](B2OC(C)(C)C(C)(C)O2)[CH:5]=[C:6]([F:9])[C:7]=1[F:8].Br[C:20]([C:22]([F:25])([F:24])[F:23])=[CH2:21].C([O-])([O-])=O.[Na+].[Na+].[OH:32][N:33]=[C:34](Cl)[C:35]1[CH:46]=[CH:45][C:38]2[B:39]([OH:44])[O:40][C:41]([CH3:43])([CH3:42])[C:37]=2[CH:36]=1. (4) Given the product [Br:15][C:16]1[CH:17]=[C:18]2[C:22](=[CH:23][CH:24]=1)[C:21](=[O:25])[N:20]([C@@H:26]([CH2:29][C:30]1[CH:35]=[CH:34][CH:33]=[C:32]([C:36]#[C:37][Si:38]([CH3:41])([CH3:40])[CH3:39])[CH:31]=1)[CH2:27][N:46]1[C:42](=[O:52])[C:43]3[C:44](=[CH:48][CH:49]=[CH:50][CH:51]=3)[C:45]1=[O:47])[CH2:19]2, predict the reactants needed to synthesize it. The reactants are: N(C(OC(C)C)=O)=NC(OC(C)C)=O.[Br:15][C:16]1[CH:17]=[C:18]2[C:22](=[CH:23][CH:24]=1)[C:21](=[O:25])[N:20]([C@@H:26]([CH2:29][C:30]1[CH:35]=[CH:34][CH:33]=[C:32]([C:36]#[C:37][Si:38]([CH3:41])([CH3:40])[CH3:39])[CH:31]=1)[CH2:27]O)[CH2:19]2.[C:42]1(=[O:52])[NH:46][C:45](=[O:47])[C:44]2=[CH:48][CH:49]=[CH:50][CH:51]=[C:43]12.C1(P(C2C=CC=CC=2)C2C=CC=CC=2)C=CC=CC=1. (5) Given the product [N:7]1([CH2:2][C:3](=[O:4])[CH2:5][N:7]2[CH:11]=[N:10][CH:9]=[N:8]2)[CH:11]=[N:10][CH:9]=[N:8]1, predict the reactants needed to synthesize it. The reactants are: Cl[CH2:2][C:3]([CH2:5]Cl)=[O:4].[NH:7]1[CH:11]=[N:10][CH:9]=[N:8]1. (6) Given the product [CH:37]1([CH2:43][N:28]2[CH2:29][CH2:30][CH2:31][C@H:27]2[C:26]([N:23]2[CH2:22][CH2:21][CH:20]([NH:19][S:16]([C:14]3[CH:15]=[C:10]([S:7]([C:1]4[CH:2]=[CH:3][CH:4]=[CH:5][CH:6]=4)(=[O:8])=[O:9])[CH:11]=[CH:12][C:13]=3[C:33]([F:35])([F:34])[F:36])(=[O:17])=[O:18])[CH2:25][CH2:24]2)=[O:32])[CH2:42][CH2:41][CH2:40][CH2:39][CH2:38]1, predict the reactants needed to synthesize it. The reactants are: [C:1]1([S:7]([C:10]2[CH:11]=[CH:12][C:13]([C:33]([F:36])([F:35])[F:34])=[C:14]([S:16]([NH:19][CH:20]3[CH2:25][CH2:24][N:23]([C:26](=[O:32])[C@@H:27]4[CH2:31][CH2:30][CH2:29][NH:28]4)[CH2:22][CH2:21]3)(=[O:18])=[O:17])[CH:15]=2)(=[O:9])=[O:8])[CH:6]=[CH:5][CH:4]=[CH:3][CH:2]=1.[CH:37]1([CH:43]=O)[CH2:42][CH2:41][CH2:40][CH2:39][CH2:38]1. (7) Given the product [Cl:1][C:2]1[CH:3]=[C:4]([CH2:26][CH2:27][CH2:28][N:29]2[CH2:30][CH2:31][CH2:32][CH2:33]2)[CH:5]=[C:6]2[C:10]=1[C:9](=[O:11])[N:8]([CH2:12][C:13]1[CH:18]=[CH:17][C:16]([O:19][C:20]3[CH:25]=[CH:24][CH:23]=[CH:22][CH:21]=3)=[CH:15][CH:14]=1)[CH2:7]2, predict the reactants needed to synthesize it. The reactants are: [Cl:1][C:2]1[CH:3]=[C:4]([C:26]#[C:27][CH2:28][N:29]2[CH2:33][CH2:32][CH2:31][CH2:30]2)[CH:5]=[C:6]2[C:10]=1[C:9](=[O:11])[N:8]([CH2:12][C:13]1[CH:18]=[CH:17][C:16]([O:19][C:20]3[CH:25]=[CH:24][CH:23]=[CH:22][CH:21]=3)=[CH:15][CH:14]=1)[CH2:7]2.[H][H].C(Cl)(Cl)Cl.CO. (8) Given the product [C:10]([CH2:9][CH2:8][C:5]1[CH:4]=[CH:3][C:2]([O:1][CH:19]([CH3:22])[C:20]#[N:21])=[CH:7][CH:6]=1)#[N:11], predict the reactants needed to synthesize it. The reactants are: [OH:1][C:2]1[CH:7]=[CH:6][C:5]([CH2:8][CH2:9][C:10]#[N:11])=[CH:4][CH:3]=1.C(=O)([O-])[O-].[K+].[K+].Br[CH:19]([CH3:22])[C:20]#[N:21]. (9) Given the product [CH2:1]([O:3][C:4]([C:6]1[N:11]=[C:10]([C:22]#[N:24])[C:9]2[N:13]=[C:14]([C:16]([CH3:19])([CH3:18])[CH3:17])[S:15][C:8]=2[C:7]=1[OH:20])=[O:5])[CH3:2], predict the reactants needed to synthesize it. The reactants are: [CH2:1]([O:3][C:4]([C:6]1[N:11]=[C:10](Br)[C:9]2[N:13]=[C:14]([C:16]([CH3:19])([CH3:18])[CH3:17])[S:15][C:8]=2[C:7]=1[OH:20])=[O:5])[CH3:2].C[C:22]([N:24](C)C)=O.